Dataset: Full USPTO retrosynthesis dataset with 1.9M reactions from patents (1976-2016). Task: Predict the reactants needed to synthesize the given product. (1) Given the product [F:1][C:2]1[CH:7]=[CH:6][C:5]([C:8]2[C:16]3[O:15][C:14]([CH3:18])([CH3:17])[CH2:13][C:12]=3[C:11]([CH2:39][N:37]3[CH2:38][C:35]4([CH2:46][C:32]([N:29]5[CH2:30][CH2:31][C:26]([CH3:47])([C:24]([O:23][CH2:21][CH3:22])=[O:25])[CH2:27][CH2:28]5)=[N:33][O:34]4)[CH2:36]3)=[CH:10][CH:9]=2)=[CH:4][CH:3]=1, predict the reactants needed to synthesize it. The reactants are: [F:1][C:2]1[CH:7]=[CH:6][C:5]([C:8]2[CH:9]=[CH:10][C:11](C=O)=[C:12]3[C:16]=2[O:15][C:14]([CH3:18])([CH3:17])[CH2:13]3)=[CH:4][CH:3]=1.[CH2:21]([O:23][C:24]([C:26]1([CH3:47])[CH2:31][CH2:30][N:29]([C:32]2[CH2:46][C:35]3([CH2:38][N:37]([C:39](OC(C)(C)C)=O)[CH2:36]3)[O:34][N:33]=2)[CH2:28][CH2:27]1)=[O:25])[CH3:22]. (2) Given the product [C:24]1([C:23]2[C:22](=[O:30])[C:21]([C:15]3[CH:20]=[CH:19][CH:18]=[CH:17][CH:16]=3)=[C:2]3[C:3]4=[C:12]5[C:7](=[CH:6][CH:5]=[CH:4]4)[CH:8]=[CH:9][CH:10]=[C:11]5[C:1]=23)[CH:25]=[CH:26][CH:27]=[CH:28][CH:29]=1, predict the reactants needed to synthesize it. The reactants are: [C:1]1(=O)[C:11]2=[C:12]3[C:7](=[CH:8][CH:9]=[CH:10]2)[CH:6]=[CH:5][CH:4]=[C:3]3[C:2]1=O.[C:15]1([CH2:21][C:22](=[O:30])[CH2:23][C:24]2[CH:29]=[CH:28][CH:27]=[CH:26][CH:25]=2)[CH:20]=[CH:19][CH:18]=[CH:17][CH:16]=1.[OH-].[K+].